Dataset: Full USPTO retrosynthesis dataset with 1.9M reactions from patents (1976-2016). Task: Predict the reactants needed to synthesize the given product. (1) The reactants are: [O:1]=[C:2]1[CH:11]=[CH:10][C:9]2[CH2:8][CH2:7][C:6](=[O:12])[N:5]3[CH2:13][CH:14]([CH2:15][N:16]4[CH2:21][CH2:20][CH:19]([NH:22]C(=O)OC(C)(C)C)[CH2:18][CH2:17]4)[N:3]1[C:4]=23.[CH:30]([C:32]1[CH:33]=[C:34]([C:42]#[N:43])[C:35]2[O:40][CH2:39][CH2:38][O:37][C:36]=2[CH:41]=1)=O.[BH-](OC(C)=O)(OC(C)=O)OC(C)=O.[Na+].C(=O)(O)[O-].[Na+].[Cl:63]CCl.CO. Given the product [ClH:63].[O:12]=[C:6]1[CH:7]=[CH:8][C:9]2[CH:10]=[CH:11][C:2](=[O:1])[N:3]3[CH:14]([CH2:15][N:16]4[CH2:17][CH2:18][CH:19]([NH:22][CH2:30][C:32]5[CH:33]=[C:34]([C:42]#[N:43])[C:35]6[O:40][CH2:39][CH2:38][O:37][C:36]=6[CH:41]=5)[CH2:20][CH2:21]4)[CH2:13][N:5]1[C:4]=23, predict the reactants needed to synthesize it. (2) Given the product [CH2:13]1[NH:12][CH2:11][CH2:10][N:9]2[C:4](=[O:3])[CH2:5][CH2:6][CH2:7][CH:8]12, predict the reactants needed to synthesize it. The reactants are: C([O:3][C:4](=O)[CH2:5][CH2:6][CH2:7][C:8]1[CH:13]=[N:12][CH:11]=[CH:10][N:9]=1)C. (3) The reactants are: Cl[C:2]1[N:3]=[C:4]([NH:12][CH:13]([CH3:16])[CH2:14][CH3:15])[C:5]2[S:10][CH:9]=[C:8]([CH3:11])[C:6]=2[N:7]=1.[CH2:17]([NH2:20])[CH:18]=[CH2:19].C(=O)([O-])O.[Na+]. Given the product [CH2:17]([NH:20][C:2]1[N:3]=[C:4]([NH:12][CH:13]([CH3:16])[CH2:14][CH3:15])[C:5]2[S:10][CH:9]=[C:8]([CH3:11])[C:6]=2[N:7]=1)[CH:18]=[CH2:19], predict the reactants needed to synthesize it. (4) Given the product [Br:14][C:15]1[CH:20]=[CH:19][C:18]([S:21]([N:7]2[CH2:26][C:27](=[O:28])[C:13]3[CH:12]=[CH:11][CH:10]=[CH:9][C:8]=3[C:1]3[CH:6]=[CH:5][CH:4]=[CH:3][C:2]2=3)(=[O:23])=[O:22])=[CH:17][CH:16]=1, predict the reactants needed to synthesize it. The reactants are: [C:1]1([C:8]2[CH:13]=[CH:12][CH:11]=[CH:10][CH:9]=2)[C:2]([NH2:7])=[CH:3][CH:4]=[CH:5][CH:6]=1.[Br:14][C:15]1[CH:20]=[CH:19][C:18]([S:21](Cl)(=[O:23])=[O:22])=[CH:17][CH:16]=1.Br[CH2:26][C:27](OCC)=[O:28]. (5) Given the product [N:16]1[C:17]2[C:22](=[CH:21][CH:20]=[CH:19][CH:18]=2)[C:13]([N:10]2[CH2:11][CH2:12][CH:8]([NH2:7])[CH2:9]2)=[CH:14][CH:15]=1, predict the reactants needed to synthesize it. The reactants are: C(OC(=O)[NH:7][CH:8]1[CH2:12][CH2:11][N:10]([C:13]2[C:22]3[C:17](=[CH:18][CH:19]=[CH:20][CH:21]=3)[N:16]=[CH:15][CH:14]=2)[CH2:9]1)(C)(C)C. (6) Given the product [Cl:23][C:13]1[C:14]([C:15]2[CH:20]=[CH:19][CH:18]=[CH:17][CH:16]=2)=[N:1][N:21]=[C:11]2[NH:10][N:9]=[C:8]([CH3:7])[C:12]=12, predict the reactants needed to synthesize it. The reactants are: [N:1]([O-])=O.[Na+].[CH]Cl.[CH3:7][C:8]1[C:12]([C:13]#[C:14][C:15]2[CH:20]=[CH:19][CH:18]=[CH:17][CH:16]=2)=[C:11]([NH2:21])[NH:10][N:9]=1.[Na+].[Cl-:23].